Dataset: Forward reaction prediction with 1.9M reactions from USPTO patents (1976-2016). Task: Predict the product of the given reaction. The product is: [ClH:1].[OH:11][CH2:10][C:9]1[CH:12]=[CH:13][C:6]([O:5][CH2:4][CH2:3][CH2:2][N:20]2[CH2:25][CH2:24][CH2:23][CH2:22][CH2:21]2)=[CH:7][CH:8]=1. Given the reactants [Cl:1][CH2:2][CH2:3][CH2:4][O:5][C:6]1[CH:13]=[CH:12][C:9]([CH2:10][OH:11])=[CH:8][CH:7]=1.C(=O)([O-])[O-].[K+].[K+].[NH:20]1[CH2:25][CH2:24][CH2:23][CH2:22][CH2:21]1.CN(C)C=O, predict the reaction product.